Dataset: Forward reaction prediction with 1.9M reactions from USPTO patents (1976-2016). Task: Predict the product of the given reaction. (1) The product is: [C:48]([O:51][C:52]([N:16]1[CH2:15][C@H:14]([NH:13][S:12]([C:9]2[CH:8]=[CH:7][C:6]([CH2:5][CH2:4][C:3]([O:2][CH3:1])=[O:46])=[CH:11][CH:10]=2)(=[O:45])=[O:44])[CH2:19][C@H:18]([C:20](=[O:43])[NH:21][CH2:22][C:23]2([CH2:37][CH2:38][CH2:39][CH2:40][O:41][CH3:42])[C:24]3[CH:25]=[CH:26][CH:27]=[CH:28][C:29]=3[O:30][C:31]3[C:36]2=[CH:35][CH:34]=[CH:33][CH:32]=3)[CH2:17]1)=[O:53])([CH3:50])([CH3:49])[CH3:47]. Given the reactants [CH3:1][O:2][C:3](=[O:46])[CH2:4][CH2:5][C:6]1[CH:11]=[CH:10][C:9]([S:12](=[O:45])(=[O:44])[NH:13][C@@H:14]2[CH2:19][C@H:18]([C:20](=[O:43])[NH:21][CH2:22][C:23]3([CH2:37][CH2:38][CH2:39][CH2:40][O:41][CH3:42])[C:36]4[CH:35]=[CH:34][CH:33]=[CH:32][C:31]=4[O:30][C:29]4[C:24]3=[CH:25][CH:26]=[CH:27][CH:28]=4)[CH2:17][NH:16][CH2:15]2)=[CH:8][CH:7]=1.[CH3:47][C:48]([O:51][C:52](O[C:52]([O:51][C:48]([CH3:50])([CH3:49])[CH3:47])=[O:53])=[O:53])([CH3:50])[CH3:49].CCN(CC)CC, predict the reaction product. (2) Given the reactants [Br:1][C:2]1[N:6]([C@@H:7]2[O:24][CH2:23][C@@H:18]([O:19]C(=O)C)[C@@H:13]([O:14]C(=O)C)[C@H:8]2[O:9]C(=O)C)[C:5]2[CH:25]=[C:26]([Cl:31])[C:27]([Cl:30])=[C:28]([F:29])[C:4]=2[N:3]=1.[Li+].[OH-], predict the reaction product. The product is: [Br:1][C:2]1[N:6]([C@@H:7]2[O:24][CH2:23][C@@H:18]([OH:19])[C@@H:13]([OH:14])[C@H:8]2[OH:9])[C:5]2[CH:25]=[C:26]([Cl:31])[C:27]([Cl:30])=[C:28]([F:29])[C:4]=2[N:3]=1. (3) Given the reactants [CH2:1]([C:3]1[C:8](=[O:9])[NH:7][C:6]([CH3:10])=[C:5]([C:11]2[S:15][C:14]([S:16](Cl)(=[O:18])=[O:17])=[CH:13][CH:12]=2)[CH:4]=1)[CH3:2].[N:20]1[CH:25]=[CH:24][CH:23]=[CH:22][C:21]=1[CH2:26][CH2:27][NH2:28], predict the reaction product. The product is: [N:20]1[CH:25]=[CH:24][CH:23]=[CH:22][C:21]=1[CH2:26][CH2:27][NH:28][S:16]([C:14]1[S:15][C:11]([C:5]2[CH:4]=[C:3]([CH2:1][CH3:2])[C:8](=[O:9])[NH:7][C:6]=2[CH3:10])=[CH:12][CH:13]=1)(=[O:18])=[O:17]. (4) Given the reactants C(O)CCC.[CH2:6]([OH:14])[CH2:7][CH2:8][CH2:9][CH2:10][CH2:11][CH2:12][CH3:13], predict the reaction product. The product is: [CH:6](=[O:14])[CH2:7][CH2:8][CH2:9][CH2:10][CH2:11][CH2:12][CH3:13].